The task is: Predict which catalyst facilitates the given reaction.. This data is from Catalyst prediction with 721,799 reactions and 888 catalyst types from USPTO. (1) Reactant: [CH3:1]CN(C(C)C)C(C)C.[CH:10]1[CH:11]=[CH:12][C:13]2[N:18](O)[N:17]=[N:16][C:14]=2[CH:15]=1.CCN=C=NCCCN(C)C.C1(C)C=CC=CC=1N1[CH:41]=[C:40]([C:42](O)=[O:43])N=N1.CC1C=CC=CC=1N.Cl.[NH2:55][CH2:56][C:57]([N:59]1[CH2:64][CH2:63][N:62]([C:65](=[O:77])[C:66]2[CH:71]=[C:70]([F:72])[CH:69]=[CH:68][C:67]=2[C:73]([F:76])([F:75])[F:74])[CH2:61][CH2:60]1)=[O:58].FC1C=CC(C(F)(F)F)=C(C=1)C(O)=O. Product: [F:72][C:70]1[CH:69]=[CH:68][C:67]([C:73]([F:74])([F:76])[F:75])=[C:66]([CH:71]=1)[C:65]([N:62]1[CH2:61][CH2:60][N:59]([C:57](=[O:58])[CH2:56][NH:55][C:42]([C:40]2[N:18]=[N:17][N:16]([C:14]3[CH:15]=[CH:10][CH:11]=[CH:12][C:13]=3[CH3:1])[CH:41]=2)=[O:43])[CH2:64][CH2:63]1)=[O:77]. The catalyst class is: 18. (2) Reactant: [NH2:1][C@H:2]1[CH2:7][CH2:6][N:5]([CH2:8][CH2:9][N:10]2[C:19]3[C:14](=[C:15]([F:21])[CH:16]=[C:17]([F:20])[CH:18]=3)[CH:13]=[CH:12][C:11]2=[O:22])[CH2:4][C@H:3]1[O:23][CH3:24].[O:25]=[C:26]1[CH2:31][O:30][C:29]2[CH:32]=[CH:33][C:34]([CH:36]=O)=[N:35][C:28]=2[NH:27]1.C(O[BH-](OC(=O)C)OC(=O)C)(=O)C.[Na+].CO. Product: [F:21][C:15]1[CH:16]=[C:17]([F:20])[CH:18]=[C:19]2[C:14]=1[CH:13]=[CH:12][C:11](=[O:22])[N:10]2[CH2:9][CH2:8][N:5]1[CH2:6][CH2:7][C@H:2]([NH:1][CH2:36][C:34]2[CH:33]=[CH:32][C:29]3[O:30][CH2:31][C:26](=[O:25])[NH:27][C:28]=3[N:35]=2)[C@H:3]([O:23][CH3:24])[CH2:4]1. The catalyst class is: 4. (3) Reactant: [O:1]1[CH2:6][CH2:5][N:4]([CH2:7][CH2:8][NH:9][C:10]2[C:17]([F:18])=[CH:16][CH:15]=[CH:14][C:11]=2[CH:12]=O)[CH2:3][CH2:2]1.[CH3:19][C:20]([CH3:25])([CH3:24])[CH2:21][CH2:22][NH2:23].[O-]S([O-])(=O)=O.[Mg+2]. Product: [CH3:19][C:20]([CH3:25])([CH3:24])[CH2:21][CH2:22]/[N:23]=[CH:12]/[C:11]1[CH:14]=[CH:15][CH:16]=[C:17]([F:18])[C:10]=1[NH:9][CH2:8][CH2:7][N:4]1[CH2:5][CH2:6][O:1][CH2:2][CH2:3]1. The catalyst class is: 11.